This data is from Catalyst prediction with 721,799 reactions and 888 catalyst types from USPTO. The task is: Predict which catalyst facilitates the given reaction. Reactant: [CH3:1][C:2]1[CH:11]=[CH:10][C:9]2[NH:8][C:7](=[O:12])[C:6](=[O:13])[NH:5][C:4]=2[C:3]=1[C:14]([O:16][CH3:17])=[O:15].[N+:18]([O-])([O-:20])=[O:19].[K+]. Product: [CH3:1][C:2]1[C:11]([N+:18]([O-:20])=[O:19])=[CH:10][C:9]2[NH:8][C:7](=[O:12])[C:6](=[O:13])[NH:5][C:4]=2[C:3]=1[C:14]([O:16][CH3:17])=[O:15]. The catalyst class is: 82.